From a dataset of Full USPTO retrosynthesis dataset with 1.9M reactions from patents (1976-2016). Predict the reactants needed to synthesize the given product. (1) Given the product [NH2:19][C:7]1[CH:8]=[C:9]([C@H:12]([CH3:18])[CH2:13][C:14]([O:16][CH3:17])=[O:15])[CH:10]=[CH:11][C:6]=1[N:5]([CH2:22][CH:23]([CH3:24])[CH3:25])[CH2:1][CH:2]([CH3:4])[CH3:3], predict the reactants needed to synthesize it. The reactants are: [CH2:1]([N:5]([CH2:22][CH:23]([CH3:25])[CH3:24])[C:6]1[CH:11]=[CH:10][C:9](/[C:12](/[CH3:18])=[CH:13]/[C:14]([O:16][CH3:17])=[O:15])=[CH:8][C:7]=1[N+:19]([O-])=O)[CH:2]([CH3:4])[CH3:3]. (2) Given the product [Cl:19][C:13]1[CH:14]=[CH:15][CH:16]=[C:17]([F:18])[C:12]=1[CH2:11][N:10]1[C:9]2[C:8](=[O:20])[N:7]([CH3:21])[C:6](=[O:22])[N:5]([CH3:23])[C:4]=2[N:3]=[C:2]1[C:27]1[CH:32]=[CH:31][CH:30]=[CH:29][CH:28]=1, predict the reactants needed to synthesize it. The reactants are: Br[C:2]1[N:10]([CH2:11][C:12]2[C:17]([F:18])=[CH:16][CH:15]=[CH:14][C:13]=2[Cl:19])[C:9]2[C:8](=[O:20])[N:7]([CH3:21])[C:6](=[O:22])[N:5]([CH3:23])[C:4]=2[N:3]=1.C(O)C.[C:27]1(B(O)O)[CH:32]=[CH:31][CH:30]=[CH:29][CH:28]=1.[Cl-].[Li+]. (3) The reactants are: Cl[C:2]1C=C(C=C[CH:11]=1)C(OO)=O.C(S[C:15]1[S:16][C:17]([C:35]([F:38])([F:37])[F:36])=[CH:18][C:19]=1[C:20]1[N:33]([CH3:34])[C:23]2=[N:24][CH:25]=[C:26]([S:28][C:29]([F:32])([F:31])[F:30])[CH:27]=[C:22]2[N:21]=1)C.[S:39]([O-:43])([O-])(=[O:41])=S.[Na+].[Na+]. Given the product [CH2:2]([S:39]([C:15]1[S:16][C:17]([C:35]([F:37])([F:38])[F:36])=[CH:18][C:19]=1[C:20]1[N:33]([CH3:34])[C:23]2=[N:24][CH:25]=[C:26]([S:28][C:29]([F:30])([F:32])[F:31])[CH:27]=[C:22]2[N:21]=1)(=[O:43])=[O:41])[CH3:11], predict the reactants needed to synthesize it. (4) The reactants are: [C:1]([C:3]1([OH:23])[CH2:8][CH2:7][N:6]([C:9](=[O:22])[CH2:10][C:11]2[CH:16]=[CH:15][C:14]([N:17]3[CH:21]=[N:20][N:19]=[N:18]3)=[CH:13][CH:12]=2)[CH2:5][CH2:4]1)#[CH:2].I[C:25]1[C:26]([CH3:33])=[C:27]([CH:30]=[CH:31][CH:32]=1)[C:28]#[N:29]. Given the product [OH:23][C:3]1([C:1]#[C:2][C:25]2[C:26]([CH3:33])=[C:27]([CH:30]=[CH:31][CH:32]=2)[C:28]#[N:29])[CH2:4][CH2:5][N:6]([C:9](=[O:22])[CH2:10][C:11]2[CH:16]=[CH:15][C:14]([N:17]3[CH:21]=[N:20][N:19]=[N:18]3)=[CH:13][CH:12]=2)[CH2:7][CH2:8]1, predict the reactants needed to synthesize it. (5) Given the product [CH2:1]([O:3][C:4]1[N:8]([CH2:9][C:10]2[CH:11]=[CH:12][C:13]([C:16]3[CH:21]=[CH:20][CH:19]=[CH:18][C:17]=3[C:22]([OH:24])=[O:23])=[CH:14][CH:15]=2)[C:7]2[C:26]([C:30]([OH:32])=[O:31])=[CH:27][CH:28]=[CH:29][C:6]=2[N:5]=1)[CH3:2], predict the reactants needed to synthesize it. The reactants are: [CH2:1]([O:3][C:4]1[N:8]([CH2:9][C:10]2[CH:15]=[CH:14][C:13]([C:16]3[CH:21]=[CH:20][CH:19]=[CH:18][C:17]=3[C:22]([O:24]C)=[O:23])=[CH:12][CH:11]=2)[C:7]2[C:26]([C:30]([O:32]C)=[O:31])=[CH:27][CH:28]=[CH:29][C:6]=2[N:5]=1)[CH3:2].[OH-].[Na+]. (6) Given the product [Cl:19][C:20]1[CH:21]=[C:22]([C:28]([F:29])([F:30])[F:31])[CH:23]=[C:24]([F:27])[C:25]=1[O:1][C:2]1[CH:6]=[C:5]([CH3:7])[N:4]([C:8]([O:10][CH2:11][CH3:12])=[O:9])[N:3]=1, predict the reactants needed to synthesize it. The reactants are: [OH:1][C:2]1[CH:6]=[C:5]([CH3:7])[N:4]([C:8]([O:10][CH2:11][CH3:12])=[O:9])[N:3]=1.C(=O)([O-])[O-].[K+].[K+].[Cl:19][C:20]1[CH:21]=[C:22]([C:28]([F:31])([F:30])[F:29])[CH:23]=[C:24]([F:27])[C:25]=1F.Cl. (7) Given the product [CH:16]1([C:8]2([C:11]([O:13][CH2:14][CH3:15])=[O:12])[CH2:7][CH2:6][N:5]([C:3](=[O:4])[C@H:2]([NH:1][C:46]([NH:66][CH2:65][CH2:64][CH2:63][C:61]3[N:60]=[CH:59][NH:58][CH:62]=3)=[O:48])[CH2:22][C:23]3[CH:28]=[CH:27][C:26]([Cl:29])=[C:25]([Cl:30])[CH:24]=3)[CH2:10][CH2:9]2)[CH2:21][CH2:20][CH2:19][CH2:18][CH2:17]1, predict the reactants needed to synthesize it. The reactants are: [NH2:1][C@H:2]([CH2:22][C:23]1[CH:28]=[CH:27][C:26]([Cl:29])=[C:25]([Cl:30])[CH:24]=1)[C:3]([N:5]1[CH2:10][CH2:9][C:8]([CH:16]2[CH2:21][CH2:20][CH2:19][CH2:18][CH2:17]2)([C:11]([O:13][CH2:14][CH3:15])=[O:12])[CH2:7][CH2:6]1)=[O:4].ClC(OC1C=CC([N+]([O-])=O)=CC=1)=O.FC(F)(F)[C:46]([OH:48])=O.FC(F)(F)C(O)=O.[NH:58]1[CH:62]=[C:61]([CH2:63][CH2:64][CH2:65][NH2:66])[N:60]=[CH:59]1.C(NC(C)C)(C)C.[OH-].[Na+]. (8) The reactants are: [NH2:1][C@@H:2]1[C@H:7]([NH:8][C:9]2[N:14]=[C:13](Cl)[C:12]3[C:16](=[O:30])[N:17]([CH2:19][C:20]4[CH:25]=[CH:24][C:23]([O:26][CH3:27])=[CH:22][C:21]=4[O:28][CH3:29])[CH2:18][C:11]=3[C:10]=2[F:31])[CH2:6][CH2:5][O:4][CH2:3]1.[N:32]1[N:36]2[CH:37]=[CH:38][CH:39]=[CH:40][C:35]2=[C:34](B(O)O)[CH:33]=1.C([O-])(O)=O.[Na+]. Given the product [NH2:1][C@@H:2]1[C@H:7]([NH:8][C:9]2[N:14]=[C:13]([C:34]3[CH:33]=[N:32][N:36]4[CH:37]=[CH:38][CH:39]=[CH:40][C:35]=34)[C:12]3[C:16](=[O:30])[N:17]([CH2:19][C:20]4[CH:25]=[CH:24][C:23]([O:26][CH3:27])=[CH:22][C:21]=4[O:28][CH3:29])[CH2:18][C:11]=3[C:10]=2[F:31])[CH2:6][CH2:5][O:4][CH2:3]1, predict the reactants needed to synthesize it. (9) Given the product [Cl:17][C:18]1[C:19]([F:29])=[CH:20][C:21]([F:28])=[C:22]([S:24]([NH:15][C:12]2[CH:13]=[CH:14][C:9]([B:4]3[O:3][C:2]([CH3:16])([CH3:1])[C:6]([CH3:7])([CH3:8])[O:5]3)=[CH:10][CH:11]=2)(=[O:26])=[O:25])[CH:23]=1, predict the reactants needed to synthesize it. The reactants are: [CH3:1][C:2]1([CH3:16])[C:6]([CH3:8])([CH3:7])[O:5][B:4]([C:9]2[CH:14]=[CH:13][C:12]([NH2:15])=[CH:11][CH:10]=2)[O:3]1.[Cl:17][C:18]1[C:19]([F:29])=[CH:20][C:21]([F:28])=[C:22]([S:24](Cl)(=[O:26])=[O:25])[CH:23]=1.